Dataset: Catalyst prediction with 721,799 reactions and 888 catalyst types from USPTO. Task: Predict which catalyst facilitates the given reaction. (1) Reactant: [Br:1][C:2]1[N:7]2[N:8]=[CH:9][N:10]=[C:6]2[C:5]([NH:11][C:12]2[CH:20]=[CH:19][C:15]([C:16]([OH:18])=O)=[CH:14][CH:13]=2)=[N:4][CH:3]=1.ON1C2C=CC=CC=2N=N1.O.C(N=C=NCCCN(C)C)C.[N:43]1[CH:48]=[CH:47][CH:46]=[C:45]([CH2:49][NH2:50])[CH:44]=1. Product: [Br:1][C:2]1[N:7]2[N:8]=[CH:9][N:10]=[C:6]2[C:5]([NH:11][C:12]2[CH:13]=[CH:14][C:15]([C:16]([NH:50][CH2:49][C:45]3[CH:44]=[N:43][CH:48]=[CH:47][CH:46]=3)=[O:18])=[CH:19][CH:20]=2)=[N:4][CH:3]=1. The catalyst class is: 3. (2) Reactant: Cl.[Cl:2][C:3]1[CH:4]=[C:5]([C:10]23[CH:15]([CH2:16][O:17][CH2:18][CH3:19])[CH:14]2[CH2:13][N:12]([CH3:20])[CH2:11]3)[CH:6]=[CH:7][C:8]=1[Cl:9]. Product: [ClH:2].[Cl:2][C:3]1[CH:4]=[C:5]([C:10]23[CH:15]([CH2:16][O:17][CH2:18][CH3:19])[CH:14]2[CH2:13][N:12]([CH3:20])[CH2:11]3)[CH:6]=[CH:7][C:8]=1[Cl:9]. The catalyst class is: 4.